The task is: Predict the reactants needed to synthesize the given product.. This data is from Full USPTO retrosynthesis dataset with 1.9M reactions from patents (1976-2016). (1) Given the product [CH2:7]1[S:8](=[O:9])(=[O:10])[NH:11][CH2:13][C:6]2[CH:5]=[CH:4][CH:3]=[CH:2][C:1]1=2, predict the reactants needed to synthesize it. The reactants are: [C:1]1([CH2:7][S:8]([NH2:11])(=[O:10])=[O:9])[CH:6]=[CH:5][CH:4]=[CH:3][CH:2]=1.O1COCO[CH2:13]1. (2) Given the product [OH:13][C:12]1[CH:14]=[CH:15][CH:16]=[CH:17][C:11]=1[CH2:10][N:1]1[CH2:9][CH2:8][N:7]([CH2:10][C:11]2[CH:17]=[CH:16][CH:15]=[CH:14][C:12]=2[OH:13])[CH2:6][CH2:5][N:4]([CH2:10][C:11]2[CH:17]=[CH:16][CH:15]=[CH:14][C:12]=2[OH:13])[CH2:3][CH2:2]1, predict the reactants needed to synthesize it. The reactants are: [NH:1]1[CH2:9][CH2:8][NH:7][CH2:6][CH2:5][NH:4][CH2:3][CH2:2]1.[CH:10](=O)[C:11]1[C:12](=[CH:14][CH:15]=[CH:16][CH:17]=1)[OH:13].